From a dataset of Reaction yield outcomes from USPTO patents with 853,638 reactions. Predict the reaction yield, written as a fraction of the theoretical maximum amount of product (1.0 means a 100% yield; for example, 0.34 means a 34% yield). The reactants are [CH3:1][C:2]1([CH3:11])[O:6][CH:5]([CH2:7][CH2:8][CH2:9][OH:10])[CH2:4][O:3]1.[CH3:12][S:13](Cl)(=[O:15])=[O:14]. The catalyst is C1COCC1. The product is [CH3:12][S:13]([O:10][CH2:9][CH2:8][CH2:7][CH:5]1[CH2:4][O:3][C:2]([CH3:11])([CH3:1])[O:6]1)(=[O:15])=[O:14]. The yield is 0.588.